Dataset: Forward reaction prediction with 1.9M reactions from USPTO patents (1976-2016). Task: Predict the product of the given reaction. (1) The product is: [OH:39][C:38]1[CH:40]=[C:41]([OH:42])[CH:43]=[CH:44][C:45]=1[C:2]1[N:7]=[C:6]([C:8]2[CH:13]=[CH:12][C:11]([O:14][C:15]3[CH:20]=[CH:19][CH:18]=[CH:17][CH:16]=3)=[CH:10][CH:9]=2)[N:5]=[C:4]([C:21]2[CH:26]=[CH:25][C:24]([O:27][C:28]3[CH:33]=[CH:32][CH:31]=[CH:30][CH:29]=3)=[CH:23][CH:22]=2)[N:3]=1. Given the reactants Cl[C:2]1[N:7]=[C:6]([C:8]2[CH:13]=[CH:12][C:11]([O:14][C:15]3[CH:20]=[CH:19][CH:18]=[CH:17][CH:16]=3)=[CH:10][CH:9]=2)[N:5]=[C:4]([C:21]2[CH:26]=[CH:25][C:24]([O:27][C:28]3[CH:33]=[CH:32][CH:31]=[CH:30][CH:29]=3)=[CH:23][CH:22]=2)[N:3]=1.[Cl-].[Al+3].[Cl-].[Cl-].[C:38]1([CH:45]=[CH:44][CH:43]=[C:41]([OH:42])[CH:40]=1)[OH:39], predict the reaction product. (2) Given the reactants [Br:1][C:2]1[C:7]([F:8])=[CH:6][C:5]([OH:9])=[CH:4][C:3]=1[F:10].[C:11]([O:15][C:16]([N:18]1[CH2:23][CH2:22][CH:21]([CH2:24][CH2:25][CH2:26]O)[CH2:20][CH2:19]1)=[O:17])([CH3:14])([CH3:13])[CH3:12], predict the reaction product. The product is: [C:11]([O:15][C:16]([N:18]1[CH2:23][CH2:22][CH:21]([CH2:24][CH2:25][CH2:26][O:9][C:5]2[CH:6]=[C:7]([F:8])[C:2]([Br:1])=[C:3]([F:10])[CH:4]=2)[CH2:20][CH2:19]1)=[O:17])([CH3:14])([CH3:13])[CH3:12]. (3) Given the reactants [ClH:1].[NH2:2][C@@H:3]1[CH2:7][CH2:6][CH2:5][C@@H:4]1[C:8]([OH:10])=[O:9].[CH3:11][Si](C=[N+]=[N-])(C)C, predict the reaction product. The product is: [ClH:1].[CH3:11][O:9][C:8]([C@H:4]1[CH2:5][CH2:6][CH2:7][C@H:3]1[NH2:2])=[O:10]. (4) Given the reactants [NH:1]1[CH2:6][CH2:5][CH:4]([N:7]2[C:15]3[C:10](=[N:11][CH:12]=[CH:13][CH:14]=3)[NH:9][C:8]2=[O:16])[CH2:3][CH2:2]1.Cl[C:18]1[N:23]=[CH:22][N:21]=[C:20]([C:24]([C:26]2[CH:35]=[CH:34][C:29]3[NH:30][C:31](=[O:33])[O:32][C:28]=3[CH:27]=2)=[O:25])[CH:19]=1.CCN(C(C)C)C(C)C, predict the reaction product. The product is: [O:33]=[C:31]1[NH:30][C:29]2[CH:34]=[CH:35][C:26]([C:24]([C:20]3[N:21]=[CH:22][N:23]=[C:18]([N:1]4[CH2:2][CH2:3][CH:4]([N:7]5[C:15]6[C:10](=[N:11][CH:12]=[CH:13][CH:14]=6)[NH:9][C:8]5=[O:16])[CH2:5][CH2:6]4)[CH:19]=3)=[O:25])=[CH:27][C:28]=2[O:32]1. (5) Given the reactants [CH:1]1[C:10]2[C:5](=[C:6]([NH:11][C@@H:12]3[CH2:16][CH2:15][N:14]([CH2:17][C:18]4[CH:19]=[C:20]([CH:25]=[CH:26][CH:27]=4)[O:21][CH2:22][CH2:23][OH:24])[CH2:13]3)[CH:7]=[CH:8][CH:9]=2)[CH:4]=[CH:3][N:2]=1.[C:28]([OH:37])(=[O:36])[C@@H:29]([C@H:31]([C:33]([OH:35])=[O:34])[OH:32])[OH:30], predict the reaction product. The product is: [C:28]([OH:37])(=[O:36])[C@@H:29]([C@H:31]([C:33]([OH:35])=[O:34])[OH:32])[OH:30].[CH:1]1[C:10]2[C:5](=[C:6]([NH:11][C@@H:12]3[CH2:16][CH2:15][N:14]([CH2:17][C:18]4[CH:19]=[C:20]([CH:25]=[CH:26][CH:27]=4)[O:21][CH2:22][CH2:23][OH:24])[CH2:13]3)[CH:7]=[CH:8][CH:9]=2)[CH:4]=[CH:3][N:2]=1.